Dataset: Reaction yield outcomes from USPTO patents with 853,638 reactions. Task: Predict the reaction yield, written as a fraction of the theoretical maximum amount of product (1.0 means a 100% yield; for example, 0.34 means a 34% yield). (1) The reactants are C([O:3][C:4]([C:6]1[NH:7][C:8]2[C:13]([CH:14]=1)=[CH:12][C:11]([CH:15]1[CH2:20][CH2:19][N:18]([C:21]([O:23][C:24]([CH3:27])([CH3:26])[CH3:25])=[O:22])[CH2:17][CH2:16]1)=[CH:10][CH:9]=2)=[O:5])C.[OH-].[Li+].Cl. The catalyst is O1CCCC1. The product is [C:24]([O:23][C:21]([N:18]1[CH2:19][CH2:20][CH:15]([C:11]2[CH:12]=[C:13]3[C:8](=[CH:9][CH:10]=2)[NH:7][C:6]([C:4]([OH:5])=[O:3])=[CH:14]3)[CH2:16][CH2:17]1)=[O:22])([CH3:27])([CH3:25])[CH3:26]. The yield is 0.970. (2) The reactants are [I:1][C:2]1[CH:7]=[CH:6][N:5]=[C:4]2[NH:8][N:9]=[CH:10][C:3]=12.[H-].[Na+].[C:13](Cl)([C:26]1[CH:31]=[CH:30][CH:29]=[CH:28][CH:27]=1)([C:20]1[CH:25]=[CH:24][CH:23]=[CH:22][CH:21]=1)[C:14]1[CH:19]=[CH:18][CH:17]=[CH:16][CH:15]=1. The catalyst is CN(C)C=O. The product is [I:1][C:2]1[CH:7]=[CH:6][N:5]=[C:4]2[N:8]([C:13]([C:14]3[CH:19]=[CH:18][CH:17]=[CH:16][CH:15]=3)([C:26]3[CH:27]=[CH:28][CH:29]=[CH:30][CH:31]=3)[C:20]3[CH:21]=[CH:22][CH:23]=[CH:24][CH:25]=3)[N:9]=[CH:10][C:3]=12. The yield is 0.460. (3) The yield is 0.590. The product is [CH3:6][C:7]1[O:8][C:9]2[CH:15]=[C:14]([S:2]([Cl:1])(=[O:5])=[O:3])[CH:13]=[CH:12][C:10]=2[N:11]=1. The reactants are [Cl:1][S:2]([OH:5])(=O)=[O:3].[CH3:6][C:7]1[O:8][C:9]2[CH:15]=[CH:14][CH:13]=[CH:12][C:10]=2[N:11]=1. No catalyst specified.